The task is: Predict the product of the given reaction.. This data is from Forward reaction prediction with 1.9M reactions from USPTO patents (1976-2016). (1) Given the reactants [C:1]([O:5][C:6](=[O:34])[NH:7][C:8](=[O:33])[NH:9][CH2:10][CH2:11][O:12][NH:13][C:14]([C@@H:16]1[CH2:22][CH2:21][C@@H:20]2[CH2:23][N:17]1[C:18](=[O:32])[N:19]2[O:24]CC1C=CC=CC=1)=[O:15])([CH3:4])([CH3:3])[CH3:2], predict the reaction product. The product is: [C:1]([O:5][C:6](=[O:34])[NH:7][C:8](=[O:33])[NH:9][CH2:10][CH2:11][O:12][NH:13][C:14]([C@@H:16]1[CH2:22][CH2:21][C@@H:20]2[CH2:23][N:17]1[C:18](=[O:32])[N:19]2[OH:24])=[O:15])([CH3:4])([CH3:2])[CH3:3]. (2) Given the reactants [OH:1][C:2]1[CH:10]=[CH:9][C:5]([C:6]([NH2:8])=[O:7])=[CH:4][C:3]=1[O:11][CH3:12].Br[CH2:14][C:15](=O)[CH2:16][CH3:17], predict the reaction product. The product is: [CH2:16]([C:15]1[N:8]=[C:6]([C:5]2[CH:9]=[CH:10][C:2]([OH:1])=[C:3]([O:11][CH3:12])[CH:4]=2)[O:7][CH:14]=1)[CH3:17]. (3) Given the reactants I[C:2]1[CH:3]=[C:4]([N:11]2[CH2:16][CH2:15][O:14][CH2:13][CH2:12]2)[CH:5]=[C:6]([N+:8]([O-:10])=[O:9])[CH:7]=1.C(=O)([O-])[O-].[Cs+].[Cs+].[NH:23]1[CH2:28][CH2:27][S:26][CH2:25][CH2:24]1, predict the reaction product. The product is: [N+:8]([C:6]1[CH:5]=[C:4]([N:11]2[CH2:16][CH2:15][O:14][CH2:13][CH2:12]2)[CH:3]=[C:2]([N:23]2[CH2:28][CH2:27][S:26][CH2:25][CH2:24]2)[CH:7]=1)([O-:10])=[O:9].